This data is from Forward reaction prediction with 1.9M reactions from USPTO patents (1976-2016). The task is: Predict the product of the given reaction. (1) Given the reactants F[C:2]1[CH:9]=[CH:8][C:7]([N+:10]([O-:12])=[O:11])=[CH:6][C:3]=1[C:4]#[N:5].C(=O)([O-])[O-].[K+].[K+].[CH2:19]1[C:22]2([CH2:25][NH:24][CH2:23]2)[CH2:21][O:20]1, predict the reaction product. The product is: [N+:10]([C:7]1[CH:8]=[CH:9][C:2]([N:24]2[CH2:25][C:22]3([CH2:19][O:20][CH2:21]3)[CH2:23]2)=[C:3]([CH:6]=1)[C:4]#[N:5])([O-:12])=[O:11]. (2) Given the reactants [O:1]1[CH2:6][CH2:5][O:4][CH2:3][CH:2]1[CH2:7][O:8][C:9]1[CH:14]=[CH:13][C:12]([C:15]2[NH:37][C:18]3=[N:19][CH:20]=[C:21]([Cl:36])[C:22]([C:23]4[S:27][C:26]([C:28]5([O:32]COC)[CH2:31][CH2:30][CH2:29]5)=[N:25][CH:24]=4)=[C:17]3[CH:16]=2)=[CH:11][CH:10]=1.ClC1C(C2SC(C3(OCOC)CCC3)=NC=2)=C2C=C(C3N=C(C4CCCN(C(OC(C)(C)C)=O)C4)ON=3)NC2=NC=1, predict the reaction product. The product is: [O:1]1[CH2:6][CH2:5][O:4][CH2:3][CH:2]1[CH2:7][O:8][C:9]1[CH:14]=[CH:13][C:12]([C:15]2[NH:37][C:18]3=[N:19][CH:20]=[C:21]([Cl:36])[C:22]([C:23]4[S:27][C:26]([C:28]5([OH:32])[CH2:29][CH2:30][CH2:31]5)=[N:25][CH:24]=4)=[C:17]3[CH:16]=2)=[CH:11][CH:10]=1.